This data is from Reaction yield outcomes from USPTO patents with 853,638 reactions. The task is: Predict the reaction yield, written as a fraction of the theoretical maximum amount of product (1.0 means a 100% yield; for example, 0.34 means a 34% yield). (1) The reactants are [Br:1][CH2:2][C:3]1[S:4][C:5]([CH2:20]Br)=[C:6]([C:14]2[CH:19]=[CH:18][CH:17]=[CH:16][CH:15]=2)[C:7]=1[C:8]1[CH:13]=[CH:12][CH:11]=[CH:10][CH:9]=1.ClCC1C(C)=C(CCl)C(C)=CC=1C.[NH2:35][C:36]([NH2:38])=[S:37]. No catalyst specified. The product is [BrH:1].[BrH:1].[C:14]1([C:6]2[C:7]([C:8]3[CH:13]=[CH:12][CH:11]=[CH:10][CH:9]=3)=[C:3]([CH2:2][NH:35][C:36]([SH:37])=[NH:38])[S:4][C:5]=2[CH2:20][NH:38][C:36]([SH:37])=[NH:35])[CH:19]=[CH:18][CH:17]=[CH:16][CH:15]=1. The yield is 0.300. (2) The reactants are O=[C:2]([C:20]1[CH:25]=[CH:24][CH:23]=[C:22]([C:26]([F:29])([F:28])[F:27])[CH:21]=1)[CH2:3][NH:4][C:5]([CH:7]1[CH2:12][CH2:11][N:10](C(OC(C)(C)C)=O)[CH2:9][CH2:8]1)=O.[NH4+:30].[Cl-]. The catalyst is C(O)C. The product is [F:27][C:26]([F:29])([F:28])[C:22]1[CH:21]=[C:20]([C:2]2[N:30]=[C:5]([CH:7]3[CH2:12][CH2:11][NH:10][CH2:9][CH2:8]3)[NH:4][CH:3]=2)[CH:25]=[CH:24][CH:23]=1. The yield is 0.750.